From a dataset of Drug-target binding data from BindingDB using IC50 measurements. Regression. Given a target protein amino acid sequence and a drug SMILES string, predict the binding affinity score between them. We predict pIC50 (pIC50 = -log10(IC50 in M); higher means more potent). Dataset: bindingdb_ic50. (1) The small molecule is O=c1c(C2=Nc3ccccc3S(=O)(=O)N2)c(O)c2ccccc2n1NCc1ccco1. The target protein sequence is RTEEAIYQCCDLDPQARVAIRSLTERLYVGGPLTNSRGENCGYRRRASGVLTTSCGNTLTCYIKAQAACRAAGRQDCTMLVCGDDLVVICESAGVQEDAASLRAFTEAMTRYSAPPGDPPQPEYDLELITSCSSNVSVAHDGAGKRVYYLTRDPTTPLARAAWETARHTPVNSWLGNIIMFAPTLWVRMIMLTHFFSVLIARDQLEQALDCEIYGACYSIEPLLPPIIQ. The pIC50 is 6.5. (2) The small molecule is CC(C)[C@@H](CS(C)(=O)=O)N1C(=O)[C@@](C)(CC(=O)O)C[C@H](c2cccc(Cl)c2)[C@H]1c1ccc(Cl)cc1. The target protein sequence is MCNTNMSVPTDGAVTTSQIPASEQETLVRPKPLLLKLLKSVGAQKDTYTMKEVLFYLGQYIMTKRLYDEKQQHIVYCSNDLLGDLFGVPSFSVKEHRKIYTMIYRNLVVVNQQESSDSGTSVSENRCHLEGGSDQKDLVQELQEEKPSSSHLVSRPSTSSRRRAISETEENSDELSGERQRKRHKSDS. The pIC50 is 9.4.